Dataset: Forward reaction prediction with 1.9M reactions from USPTO patents (1976-2016). Task: Predict the product of the given reaction. (1) Given the reactants [CH2:1]([O:3][C:4]([C:6]1[CH:7]=N[CH:9]=[C:10](B2OC(C)(C)C(C)(C)O2)[CH:11]=1)=[O:5])[CH3:2].Br[C:22]1[CH:23]=[N:24][C:25]([N:28]2[CH2:33][CH2:32][CH:31]([OH:34])[CH2:30][CH2:29]2)=[N:26][CH:27]=1.[CH:35]1(P(C2CCCCC2)C2CCCCC2)CCCCC1.P([O-])([O-])([O-])=O.[K+].[K+].[K+], predict the reaction product. The product is: [OH:34][CH:31]1[CH2:32][CH2:33][N:28]([C:25]2[N:24]=[CH:23][C:22]([C:35]3[CH:7]=[C:6]([CH:11]=[CH:10][CH:9]=3)[C:4]([O:3][CH2:1][CH3:2])=[O:5])=[CH:27][N:26]=2)[CH2:29][CH2:30]1. (2) Given the reactants [NH2:1][C:2]1[CH:9]=[CH:8][CH:7]=[C:6]([NH:10][CH3:11])[C:3]=1[C:4]#[N:5].[C:12]([N:20]=[C:21]=[O:22])(=[O:19])[C:13]1[CH:18]=[CH:17][CH:16]=[CH:15][CH:14]=1, predict the reaction product. The product is: [C:4]([C:3]1[C:6]([NH:10][CH3:11])=[CH:7][CH:8]=[CH:9][C:2]=1[NH:1][C:21]([NH:20][C:12](=[O:19])[C:13]1[CH:14]=[CH:15][CH:16]=[CH:17][CH:18]=1)=[O:22])#[N:5]. (3) The product is: [CH2:1]([O:8][C:9]1[CH:10]=[CH:11][C:12]([NH:13][C:17]2[C:18]3[CH:26]=[C:25]([Cl:27])[N:24]=[CH:23][C:19]=3[N:20]=[CH:21][N:22]=2)=[CH:14][CH:15]=1)[C:2]1[CH:3]=[CH:4][CH:5]=[CH:6][CH:7]=1. Given the reactants [CH2:1]([O:8][C:9]1[CH:15]=[CH:14][C:12]([NH2:13])=[CH:11][CH:10]=1)[C:2]1[CH:7]=[CH:6][CH:5]=[CH:4][CH:3]=1.Cl[C:17]1[C:18]2[CH:26]=[C:25]([Cl:27])[N:24]=[CH:23][C:19]=2[N:20]=[CH:21][N:22]=1, predict the reaction product. (4) Given the reactants C(C1C=C(C=CC=1)C=O)C.[C:11]1([C:17]2[N:21]=[CH:20][N:19]([C:22]([C:35]3[CH:40]=[CH:39][CH:38]=[CH:37][CH:36]=3)([C:29]3[CH:34]=[CH:33][CH:32]=[CH:31][CH:30]=3)[C:23]3[CH:28]=[CH:27][CH:26]=[CH:25][CH:24]=3)[N:18]=2)[CH:16]=[CH:15][CH:14]=[CH:13][CH:12]=1.[CH2:41]([C:43]1[CH:44]=[CH:45][C:46]([F:51])=[C:47]([CH:50]=1)[CH:48]=[O:49])[CH3:42], predict the reaction product. The product is: [CH2:41]([C:43]1[CH:44]=[CH:45][C:46]([F:51])=[C:47]([CH:48]([C:20]2[N:19]([C:22]([C:35]3[CH:36]=[CH:37][CH:38]=[CH:39][CH:40]=3)([C:23]3[CH:28]=[CH:27][CH:26]=[CH:25][CH:24]=3)[C:29]3[CH:30]=[CH:31][CH:32]=[CH:33][CH:34]=3)[N:18]=[C:17]([C:11]3[CH:16]=[CH:15][CH:14]=[CH:13][CH:12]=3)[N:21]=2)[OH:49])[CH:50]=1)[CH3:42]. (5) Given the reactants [NH4+].[Cl-].[CH2:3]([CH:5]1[CH2:14][CH2:13][C:12]2[C:7](=[CH:8][CH:9]=[C:10]([NH2:15])[CH:11]=2)[O:6]1)[CH3:4].C(C1CCC2C(=C(N)C=CC=2)O1)C.[CH3:29][S:30](Cl)(=[O:32])=[O:31], predict the reaction product. The product is: [CH2:3]([CH:5]1[CH2:14][CH2:13][C:12]2[C:7](=[CH:8][CH:9]=[C:10]([NH:15][S:30]([CH3:29])(=[O:32])=[O:31])[CH:11]=2)[O:6]1)[CH3:4]. (6) Given the reactants Cl[C:2]1[N:7]=[CH:6][N:5]=[C:4]([N:8]([CH2:15][C:16]2[CH:21]=[CH:20][C:19]([S:22][C:23]([CH3:32])([CH3:31])[C:24]([O:26][C:27]([CH3:30])([CH3:29])[CH3:28])=[O:25])=[CH:18][CH:17]=2)[CH2:9][C:10]2[O:11][CH:12]=[CH:13][CH:14]=2)[CH:3]=1.[Br-].[CH3:34][C:35]1[CH:36]=[C:37]([CH:40]=[CH:41][CH:42]=1)[CH2:38][Zn+].[Cl-].[NH4+], predict the reaction product. The product is: [O:11]1[CH:12]=[CH:13][CH:14]=[C:10]1[CH2:9][N:8]([CH2:15][C:16]1[CH:21]=[CH:20][C:19]([S:22][C:23]([CH3:32])([CH3:31])[C:24]([O:26][C:27]([CH3:30])([CH3:29])[CH3:28])=[O:25])=[CH:18][CH:17]=1)[C:4]1[CH:3]=[C:2]([CH2:34][C:35]2[CH:42]=[CH:41][CH:40]=[C:37]([CH3:38])[CH:36]=2)[N:7]=[CH:6][N:5]=1. (7) Given the reactants [F:1][C:2]1[CH:3]=[CH:4][C:5]([O:25][CH3:26])=[C:6]([C@H:8]2[CH2:12][CH2:11][CH2:10][N:9]2[C:13]2[CH:18]=[CH:17][N:16]3[N:19]=[CH:20][C:21]([C:22]([OH:24])=O)=[C:15]3[N:14]=2)[CH:7]=1.[NH2:27][CH2:28][C:29]([CH3:32])([OH:31])[CH3:30], predict the reaction product. The product is: [F:1][C:2]1[CH:3]=[CH:4][C:5]([O:25][CH3:26])=[C:6]([C@H:8]2[CH2:12][CH2:11][CH2:10][N:9]2[C:13]2[CH:18]=[CH:17][N:16]3[N:19]=[CH:20][C:21]([C:22]([NH:27][CH2:28][C:29]([OH:31])([CH3:32])[CH3:30])=[O:24])=[C:15]3[N:14]=2)[CH:7]=1. (8) Given the reactants [CH2:1]([N:8]1[CH:12]=[CH:11][N:10]=[C:9]1[CH2:13][CH:14]([C:19](=O)[CH2:20][CH3:21])[C:15](=O)[CH2:16][CH3:17])[C:2]1[CH:7]=[CH:6][CH:5]=[CH:4][CH:3]=1.[CH2:23]([NH:25][NH2:26])[CH3:24], predict the reaction product. The product is: [CH2:1]([N:8]1[CH:12]=[CH:11][N:10]=[C:9]1[CH2:13][C:14]1[C:19]([CH2:20][CH3:21])=[N:26][N:25]([CH2:23][CH3:24])[C:15]=1[CH2:16][CH3:17])[C:2]1[CH:7]=[CH:6][CH:5]=[CH:4][CH:3]=1. (9) Given the reactants [CH2:1]([O:3][CH2:4][C:5](Cl)=O)[CH3:2].[NH2:8][C:9]1[CH:10]=[N:11][C:12]2[C:17]([C:18]=1[NH:19][CH2:20][C:21]1([OH:31])[CH2:30][CH2:29][C:24]3([O:28][CH2:27][CH2:26][O:25]3)[CH2:23][CH2:22]1)=[CH:16][CH:15]=[CH:14][CH:13]=2.C(N(CC)CC)C, predict the reaction product. The product is: [CH2:1]([O:3][CH2:4][C:5]1[N:19]([CH2:20][C:21]2([OH:31])[CH2:30][CH2:29][C:24]3([O:28][CH2:27][CH2:26][O:25]3)[CH2:23][CH2:22]2)[C:18]2[C:17]3[CH:16]=[CH:15][CH:14]=[CH:13][C:12]=3[N:11]=[CH:10][C:9]=2[N:8]=1)[CH3:2]. (10) The product is: [CH2:21]([O:23][C:24]([C:25]1[N:26]=[CH:27][N:28]2[C:30]=1[CH2:34][N:35]([CH2:48][C:49]1[CH:54]=[CH:53][C:52]([O:55][CH3:56])=[CH:51][C:50]=1[O:57][CH3:58])[C:36](=[O:47])[C:37]1[CH:43]=[C:42]([CH:44]([CH3:46])[CH3:45])[CH:41]=[CH:40][C:29]2=1)=[O:31])[CH3:22]. Given the reactants C[Si](C)(C)N[Si](C)(C)C.[Li]CCCC.CCCCCC.[CH2:21]([O:23][C:24](=[O:31])[CH2:25]/[N:26]=[CH:27]/[N:28]([CH3:30])[CH3:29])[CH3:22].ClC1[CH2:34][N:35]([CH2:48][C:49]2[CH:54]=[CH:53][C:52]([O:55][CH3:56])=[CH:51][C:50]=2[O:57][CH3:58])[C:36](=[O:47])[C:37]2[CH:43]=[C:42]([CH:44]([CH3:46])[CH3:45])[CH:41]=[CH:40]C=2N=1, predict the reaction product.